Task: Predict the reaction yield, written as a fraction of the theoretical maximum amount of product (1.0 means a 100% yield; for example, 0.34 means a 34% yield).. Dataset: Reaction yield outcomes from USPTO patents with 853,638 reactions The reactants are [C:1]([O:5][C:6]([N:8]1[CH2:39][CH2:38][C:11]2([C:15](=[O:16])[N:14]([C:17]3[CH:22]=[CH:21][C:20]([CH:23]4[CH2:28][CH2:27][CH:26]([O:29][Si](C(C)(C)C)(C)C)[CH2:25][CH2:24]4)=[CH:19][C:18]=3[F:37])[CH2:13][CH2:12]2)[CH2:10][CH2:9]1)=[O:7])([CH3:4])([CH3:3])[CH3:2].CCCC[N+](CCCC)(CCCC)CCCC.[F-].CO. The catalyst is C1COCC1.C(Cl)Cl.CCOC(C)=O. The product is [C:1]([O:5][C:6]([N:8]1[CH2:9][CH2:10][C:11]2([C:15](=[O:16])[N:14]([C:17]3[CH:22]=[CH:21][C:20]([CH:23]4[CH2:28][CH2:27][CH:26]([OH:29])[CH2:25][CH2:24]4)=[CH:19][C:18]=3[F:37])[CH2:13][CH2:12]2)[CH2:38][CH2:39]1)=[O:7])([CH3:4])([CH3:2])[CH3:3]. The yield is 0.930.